From a dataset of Forward reaction prediction with 1.9M reactions from USPTO patents (1976-2016). Predict the product of the given reaction. (1) Given the reactants [Br:1][C:2]1[CH:3]=[C:4]([CH:7]=[CH:8][C:9]=1[OH:10])[C:5]#[N:6].C(=O)([O-])[O-].[K+].[K+].Br[CH2:18][C:19]([O:21][C:22]([CH3:25])([CH3:24])[CH3:23])=[O:20], predict the reaction product. The product is: [C:22]([O:21][C:19](=[O:20])[CH2:18][O:10][C:9]1[CH:8]=[CH:7][C:4]([C:5]#[N:6])=[CH:3][C:2]=1[Br:1])([CH3:25])([CH3:24])[CH3:23]. (2) Given the reactants [NH2:1][C:2]1[N:6]([CH3:7])[C:5](=[O:8])[C:4]([C:21]2[CH:26]=[CH:25][C:24]([F:27])=[C:23](Br)[CH:22]=2)([C:9]2[CH:14]=[CH:13][C:12]([O:15][CH:16]([F:18])[F:17])=[C:11]([CH2:19][CH3:20])[CH:10]=2)[N:3]=1.N1CCCC1.[CH3:34][CH:35]([CH3:39])[CH2:36][C:37]#[CH:38], predict the reaction product. The product is: [NH2:1][C:2]1[N:6]([CH3:7])[C:5](=[O:8])[C:4]([C:9]2[CH:14]=[CH:13][C:12]([O:15][CH:16]([F:18])[F:17])=[C:11]([CH2:19][CH3:20])[CH:10]=2)([C:21]2[CH:26]=[CH:25][C:24]([F:27])=[C:23]([C:38]#[C:37][CH2:36][CH:35]([CH3:39])[CH3:34])[CH:22]=2)[N:3]=1. (3) Given the reactants [CH2:1]([O:3][C:4](=[O:16])[CH2:5][CH2:6][N:7]1[CH2:12][CH2:11][CH:10]([C:13]([OH:15])=O)[CH2:9][CH2:8]1)[CH3:2].Cl.[N:18]1[CH:23]=[CH:22][C:21]([N:24]2[CH2:28][CH2:27][C:26]3([CH2:33][CH2:32][NH:31][CH2:30][CH2:29]3)[CH2:25]2)=[CH:20][CH:19]=1.CN(C(ON1N=NC2C=CC=CC1=2)=[N+](C)C)C.F[P-](F)(F)(F)(F)F.CCN(C(C)C)C(C)C, predict the reaction product. The product is: [N:18]1[CH:19]=[CH:20][C:21]([N:24]2[CH2:28][CH2:27][C:26]3([CH2:33][CH2:32][N:31]([C:13]([CH:10]4[CH2:9][CH2:8][N:7]([CH2:6][CH2:5][C:4]([O:3][CH2:1][CH3:2])=[O:16])[CH2:12][CH2:11]4)=[O:15])[CH2:30][CH2:29]3)[CH2:25]2)=[CH:22][CH:23]=1. (4) Given the reactants [Cl:1][C:2]1[C:3]([C:11]#[N:12])=[N:4][CH:5]=[C:6]([N+:8]([O-])=O)[CH:7]=1.[Cl-].[Ca+2].[Cl-], predict the reaction product. The product is: [NH2:8][C:6]1[CH:7]=[C:2]([Cl:1])[C:3]([C:11]#[N:12])=[N:4][CH:5]=1. (5) Given the reactants [CH3:1][CH:2]1[CH2:7][C:6](=[O:8])[CH2:5][C:4](=[O:9])[CH2:3]1.C(=O)([O-])[O-].[Na+].[Na+].[F:16][C:17]([F:30])([F:29])[S:18](O[S:18]([C:17]([F:30])([F:29])[F:16])(=[O:20])=[O:19])(=[O:20])=[O:19], predict the reaction product. The product is: [F:16][C:17]([F:30])([F:29])[S:18]([O:8][C:6]1[CH2:7][CH:2]([CH3:1])[CH2:3][C:4](=[O:9])[CH:5]=1)(=[O:20])=[O:19]. (6) Given the reactants [Cl:1][C:2]1[CH:7]=[CH:6][CH:5]=[CH:4][C:3]=1[CH2:8][O:9][C:10]1[C:15]([O:16][CH2:17][C:18]2[CH:23]=[CH:22][CH:21]=[CH:20][C:19]=2[Cl:24])=[CH:14][CH:13]=[CH:12][C:11]=1[CH:25](O)[C:26]([OH:28])=[O:27].[S:30](Cl)(Cl)=O.CN(C=O)C.S1C=CC=C1CC(O)=O.CC(C)([O-])C.[K+], predict the reaction product. The product is: [Cl:1][C:2]1[CH:7]=[CH:6][CH:5]=[CH:4][C:3]=1[CH2:8][O:9][C:10]1[C:15]([O:16][CH2:17][C:18]2[CH:23]=[CH:22][CH:21]=[CH:20][C:19]=2[Cl:24])=[CH:14][CH:13]=[CH:12][C:11]=1[CH:25]([SH:30])[C:26]([OH:28])=[O:27]. (7) Given the reactants [H-].[Na+].[OH:3][CH2:4][C@@H:5]1[CH2:14][C:13]2[C:8](=[CH:9][CH:10]=[CH:11][CH:12]=2)[CH2:7][N:6]1[C:15]([C:17]1[C:18]([C:26]2[N:34]3[C:29]([CH2:30][CH2:31][CH2:32][CH2:33]3)=[C:28]([C:35]([O:37][CH3:38])=[O:36])[CH:27]=2)=[CH:19][C:20]2[O:24][CH2:23][O:22][C:21]=2[CH:25]=1)=[O:16].[CH2:39](Br)[CH:40]=[CH2:41].C(OCC)(=O)C, predict the reaction product. The product is: [CH2:41]([O:3][CH2:4][C@@H:5]1[CH2:14][C:13]2[C:8](=[CH:9][CH:10]=[CH:11][CH:12]=2)[CH2:7][N:6]1[C:15]([C:17]1[C:18]([C:26]2[N:34]3[C:29]([CH2:30][CH2:31][CH2:32][CH2:33]3)=[C:28]([C:35]([O:37][CH3:38])=[O:36])[CH:27]=2)=[CH:19][C:20]2[O:24][CH2:23][O:22][C:21]=2[CH:25]=1)=[O:16])[CH:40]=[CH2:39].